Dataset: Forward reaction prediction with 1.9M reactions from USPTO patents (1976-2016). Task: Predict the product of the given reaction. (1) Given the reactants [F:1][C:2]1[CH:10]=[CH:9][C:5]([C:6]([OH:8])=O)=[CH:4][CH:3]=1.Cl.Cl.[N:13]1([C@H:18]2[CH2:22][CH2:21][NH:20][CH2:19]2)[CH2:17][CH2:16][CH2:15][CH2:14]1.C(N(CC)CC)C.C(N=C=NCCCN(C)C)C.ON1C2C=CC=CC=2N=N1, predict the reaction product. The product is: [N:13]1([C@H:18]2[CH2:22][CH2:21][N:20]([C:6]([C:5]3[CH:4]=[CH:3][C:2]([F:1])=[CH:10][CH:9]=3)=[O:8])[CH2:19]2)[CH2:17][CH2:16][CH2:15][CH2:14]1. (2) The product is: [CH3:1][O:2][C:3]([C:4]1[CH:9]=[C:8]([C:20]2[CH:25]=[CH:24][CH:23]=[CH:22][CH:21]=2)[C:7]([O:11][CH2:12][O:13][CH3:14])=[CH:6][C:5]=1[O:15][CH2:16][O:17][CH3:18])=[O:19]. Given the reactants [CH3:1][O:2][C:3](=[O:19])[C:4]1[CH:9]=[C:8](Br)[C:7]([O:11][CH2:12][O:13][CH3:14])=[CH:6][C:5]=1[O:15][CH2:16][O:17][CH3:18].[C:20]1(B(O)O)[CH:25]=[CH:24][CH:23]=[CH:22][CH:21]=1.C1(P(C2CCCCC2)C2C=CC=CC=2C2C(OC)=CC=CC=2OC)CCCCC1, predict the reaction product.